From a dataset of Full USPTO retrosynthesis dataset with 1.9M reactions from patents (1976-2016). Predict the reactants needed to synthesize the given product. (1) Given the product [Cl:9][C:4]1[CH:5]=[C:6]([C:12]2[CH:13]=[CH:14][CH:15]=[C:16]([CH3:17])[C:11]=2[CH3:10])[N:7]=[C:2]([NH2:1])[N:3]=1, predict the reactants needed to synthesize it. The reactants are: [NH2:1][C:2]1[N:7]=[C:6](Cl)[CH:5]=[C:4]([Cl:9])[N:3]=1.[CH3:10][C:11]1[C:16]([CH3:17])=[CH:15][CH:14]=[CH:13][C:12]=1B(O)O.C([O-])([O-])=O.[K+].[K+]. (2) Given the product [F:1][C:2]([F:7])([F:6])[C:3]([OH:5])=[O:4].[CH3:8][CH:9]1[NH:16][CH2:15][C:12]2([CH2:14][CH2:13]2)[NH:11][C:10]1=[O:24], predict the reactants needed to synthesize it. The reactants are: [F:1][C:2]([F:7])([F:6])[C:3]([OH:5])=[O:4].[CH3:8][CH:9]1[N:16](C(OC(C)(C)C)=O)[CH2:15][C:12]2([CH2:14][CH2:13]2)[NH:11][C:10]1=[O:24]. (3) Given the product [ClH:41].[CH:1]1([CH2:4][N:5]([CH:29]2[CH2:34][CH2:33][O:32][CH2:31][CH2:30]2)[C:6]2[C:7]([O:27][CH3:28])=[N:8][N:9]3[C:13]([C:14]4[C:15]([O:25][CH3:26])=[CH:16][C:17]([CH2:22][O:23][CH3:24])=[CH:18][C:19]=4[O:20][CH3:21])=[CH:12][S:11][C:10]=23)[CH2:3][CH2:2]1, predict the reactants needed to synthesize it. The reactants are: [CH:1]1([CH2:4][N:5]([CH:29]2[CH2:34][CH2:33][O:32][CH2:31][CH2:30]2)[C:6]2[C:7]([O:27][CH3:28])=[N:8][N:9]3[C:13]([C:14]4[C:19]([O:20][CH3:21])=[CH:18][C:17]([CH2:22][O:23][CH3:24])=[CH:16][C:15]=4[O:25][CH3:26])=[CH:12][S:11][C:10]=23)[CH2:3][CH2:2]1.C(OCC)(=O)C.[ClH:41]. (4) Given the product [NH2:28][C:11]1[N:12]=[CH:13][C:14]([C:16]2[N:20]([CH3:21])[N:19]=[C:18]([CH:22]3[CH2:23][CH2:24][N:25]([C:32](=[O:33])[CH2:31][C@@H:30]([OH:29])[CH3:35])[CH2:26][CH2:27]3)[N:17]=2)=[N:15][C:10]=1[C:8]1[O:9][C:5]([C:1]([CH3:4])([CH3:2])[CH3:3])=[N:6][N:7]=1, predict the reactants needed to synthesize it. The reactants are: [C:1]([C:5]1[O:9][C:8]([C:10]2[C:11]([NH2:28])=[N:12][CH:13]=[C:14]([C:16]3[N:20]([CH3:21])[N:19]=[C:18]([CH:22]4[CH2:27][CH2:26][NH:25][CH2:24][CH2:23]4)[N:17]=3)[N:15]=2)=[N:7][N:6]=1)([CH3:4])([CH3:3])[CH3:2].[OH:29][C@@H:30]([CH3:35])[CH2:31][C:32](O)=[O:33].